Dataset: Forward reaction prediction with 1.9M reactions from USPTO patents (1976-2016). Task: Predict the product of the given reaction. Given the reactants [F:1][C:2]([F:18])([F:17])[C:3]([NH:5][CH2:6][CH2:7][S:8][C:9]1[CH:14]=[CH:13][C:12]([O:15][CH3:16])=[CH:11][CH:10]=1)=[O:4].C=O.[C:21]1(C)C=CC(S(O)(=O)=O)=CC=1, predict the reaction product. The product is: [F:18][C:2]([F:1])([F:17])[C:3]([N:5]1[CH2:21][C:10]2[CH:11]=[C:12]([O:15][CH3:16])[CH:13]=[CH:14][C:9]=2[S:8][CH2:7][CH2:6]1)=[O:4].